This data is from Reaction yield outcomes from USPTO patents with 853,638 reactions. The task is: Predict the reaction yield, written as a fraction of the theoretical maximum amount of product (1.0 means a 100% yield; for example, 0.34 means a 34% yield). (1) The reactants are [C:1]([C:3]1[N:7]([CH3:8])[N:6]=[N:5][C:4]=1[C:9]1[CH:14]=[CH:13][C:12]([F:15])=[CH:11][CH:10]=1)#[CH:2].Br[C:17]1[CH:26]=[CH:25][C:20]([C:21]([O:23][CH3:24])=[O:22])=[CH:19][N:18]=1.C(N(CC)CC)C. The catalyst is CN(C=O)C.Cl[Pd](Cl)([P](C1C=CC=CC=1)(C1C=CC=CC=1)C1C=CC=CC=1)[P](C1C=CC=CC=1)(C1C=CC=CC=1)C1C=CC=CC=1. The product is [CH3:24][O:23][C:21](=[O:22])[C:20]1[CH:25]=[CH:26][C:17]([C:2]#[C:1][C:3]2[N:7]([CH3:8])[N:6]=[N:5][C:4]=2[C:9]2[CH:14]=[CH:13][C:12]([F:15])=[CH:11][CH:10]=2)=[N:18][CH:19]=1. The yield is 0.790. (2) The reactants are [Cl:1][C:2]1[C:7]([S:8][C:9]2[CH:14]=[CH:13][CH:12]=[CH:11][CH:10]=2)=[C:6](N)[CH:5]=[CH:4][N:3]=1. The yield is 0.880. The catalyst is CC(O)=O. The product is [Cl:1][C:2]1[C:7]2[S:8][C:9]3[CH:14]=[CH:13][CH:12]=[CH:11][C:10]=3[C:6]=2[CH:5]=[CH:4][N:3]=1. (3) The reactants are [CH:1]1([CH2:4][N:5]2[C:9](=[O:10])[N:8]([C:11]3[S:12][C:13]([C:17]([OH:19])=O)=[C:14]([CH3:16])[N:15]=3)[CH:7]=[N:6]2)[CH2:3][CH2:2]1.Cl.CN(C)CCCN=C=NCC.C(N(CC)C(C)C)(C)C.ON1C2C=CC=CC=2N=N1.[NH2:51][CH2:52][C:53]1[CH:58]=[CH:57][N:56]=[CH:55][CH:54]=1. The catalyst is CN(C)C=O.C(OCC)(=O)C. The product is [CH:1]1([CH2:4][N:5]2[C:9](=[O:10])[N:8]([C:11]3[S:12][C:13]([C:17]([NH:51][CH2:52][C:53]4[CH:58]=[CH:57][N:56]=[CH:55][CH:54]=4)=[O:19])=[C:14]([CH3:16])[N:15]=3)[CH:7]=[N:6]2)[CH2:2][CH2:3]1. The yield is 0.490. (4) The reactants are Br[C:2]1[S:6][C:5]([C:7]([NH:9][CH2:10][C:11]2[CH:12]=[N:13][CH:14]=[CH:15][CH:16]=2)=[O:8])=[C:4]([CH3:17])[CH:3]=1.[Cu](C#N)[C:19]#[N:20]. The catalyst is CN(C)C=O. The product is [C:19]([C:2]1[S:6][C:5]([C:7]([NH:9][CH2:10][C:11]2[CH:12]=[N:13][CH:14]=[CH:15][CH:16]=2)=[O:8])=[C:4]([CH3:17])[CH:3]=1)#[N:20]. The yield is 0.450.